Dataset: Reaction yield outcomes from USPTO patents with 853,638 reactions. Task: Predict the reaction yield, written as a fraction of the theoretical maximum amount of product (1.0 means a 100% yield; for example, 0.34 means a 34% yield). (1) The reactants are Cl[C:2]1[N:7]=[CH:6][C:5]2[CH:8]=[N:9][N:10]([CH2:11][O:12][CH2:13][CH2:14][Si:15]([CH3:18])([CH3:17])[CH3:16])[C:4]=2[CH:3]=1.CC1(C)C(C)(C)OB([C:27]2[CH:28]=[N:29][NH:30][CH:31]=2)O1. The catalyst is C([O-])([O-])=O.[Na+].[Na+].O1CCOCC1.C1C=CC(P(C2C=CC=CC=2)[C-]2C=CC=C2)=CC=1.C1C=CC(P(C2C=CC=CC=2)[C-]2C=CC=C2)=CC=1.Cl[Pd]Cl.[Fe+2]. The product is [NH:29]1[CH:28]=[C:27]([C:2]2[N:7]=[CH:6][C:5]3[CH:8]=[N:9][N:10]([CH2:11][O:12][CH2:13][CH2:14][Si:15]([CH3:18])([CH3:17])[CH3:16])[C:4]=3[CH:3]=2)[CH:31]=[N:30]1. The yield is 0.460. (2) The reactants are [N+:1]([C:4]1[CH:5]=[N:6][NH:7][CH:8]=1)([O-:3])=[O:2].[CH2:9]1[O:11][CH:10]1[CH2:12]O.C1(P(C2C=CC=CC=2)C2C=CC=CC=2)C=CC=CC=1.CC(OC(/N=N/C(OC(C)C)=O)=O)C. The catalyst is C1COCC1.C(OCC)(=O)C.O. The product is [N+:1]([C:4]1[CH:5]=[N:6][N:7]([CH2:12][CH:10]2[CH2:9][O:11]2)[CH:8]=1)([O-:3])=[O:2]. The yield is 0.480.